This data is from Full USPTO retrosynthesis dataset with 1.9M reactions from patents (1976-2016). The task is: Predict the reactants needed to synthesize the given product. (1) The reactants are: [NH2:1][C:2]1[C:3]2[S:10][CH:9]=[C:8]([C:11]([NH:13][C:14]3[CH:19]=[C:18]([NH2:20])[CH:17]=[CH:16][C:15]=3[CH3:21])=[O:12])[C:4]=2[N:5]=[CH:6][N:7]=1.[F:22][C:23]([F:34])([F:33])[C:24]1[CH:25]=[C:26]([CH:30]=[CH:31][CH:32]=1)[C:27](Cl)=[O:28]. Given the product [NH2:1][C:2]1[C:3]2[S:10][CH:9]=[C:8]([C:11]([NH:13][C:14]3[CH:19]=[C:18]([NH:20][C:27](=[O:28])[C:26]4[CH:30]=[CH:31][CH:32]=[C:24]([C:23]([F:22])([F:33])[F:34])[CH:25]=4)[CH:17]=[CH:16][C:15]=3[CH3:21])=[O:12])[C:4]=2[N:5]=[CH:6][N:7]=1, predict the reactants needed to synthesize it. (2) Given the product [Cl:20][C:17]1[CH:18]=[CH:19][C:2]([NH:1][C:21](=[O:23])[CH3:22])=[C:3]([O:4][C:5]2[CH:10]=[CH:9][C:8]([C:11]3[N:14]=[C:26]([CH3:27])[O:13][N:12]=3)=[CH:7][C:6]=2[Cl:15])[CH:16]=1, predict the reactants needed to synthesize it. The reactants are: [NH2:1][C:2]1[CH:19]=[CH:18][C:17]([Cl:20])=[CH:16][C:3]=1[O:4][C:5]1[CH:10]=[CH:9][C:8]([C:11](=[NH:14])[NH:12][OH:13])=[CH:7][C:6]=1[Cl:15].[C:21](Cl)(=[O:23])[CH3:22].N1C=CC=[CH:27][CH:26]=1. (3) Given the product [CH:1]([C:3]1[CH:4]=[CH:5][C:6]([O:21][C:15]2[CH:16]=[CH:17][C:18]([CH3:20])=[CH:19][C:14]=2[O:13][CH3:12])=[C:7]([CH:10]=1)[C:8]#[N:9])=[O:2], predict the reactants needed to synthesize it. The reactants are: [CH:1]([C:3]1[CH:4]=[CH:5][C:6](F)=[C:7]([CH:10]=1)[C:8]#[N:9])=[O:2].[CH3:12][O:13][C:14]1[CH:19]=[C:18]([CH3:20])[CH:17]=[CH:16][C:15]=1[OH:21].C(=O)([O-])[O-].[Cs+].[Cs+].O.